This data is from Catalyst prediction with 721,799 reactions and 888 catalyst types from USPTO. The task is: Predict which catalyst facilitates the given reaction. Reactant: [CH:1]1([N:6]2[CH2:12][CH2:11][C:10]3[CH:13]=[CH:14][C:15]([N:17]4[CH2:22][CH2:21][NH:20][CH2:19][CH2:18]4)=[CH:16][C:9]=3[CH2:8][CH2:7]2)[CH2:5][CH2:4][CH2:3][CH2:2]1.[N:23]([C:26]1[S:27][CH:28]=[CH:29][CH:30]=1)=[C:24]=[O:25]. Product: [CH:1]1([N:6]2[CH2:12][CH2:11][C:10]3[CH:13]=[CH:14][C:15]([N:17]4[CH2:18][CH2:19][N:20]([C:24]([NH:23][C:26]5[S:27][CH:28]=[CH:29][CH:30]=5)=[O:25])[CH2:21][CH2:22]4)=[CH:16][C:9]=3[CH2:8][CH2:7]2)[CH2:5][CH2:4][CH2:3][CH2:2]1. The catalyst class is: 4.